This data is from Reaction yield outcomes from USPTO patents with 853,638 reactions. The task is: Predict the reaction yield, written as a fraction of the theoretical maximum amount of product (1.0 means a 100% yield; for example, 0.34 means a 34% yield). (1) The reactants are [CH:1]1([N:4]2[C:11](=[O:12])[CH2:10][CH2:9][NH:8][C:7]3[CH:13]=[CH:14][C:15]([O:17][CH3:18])=[CH:16][C:6]=3[CH2:5]2)[CH2:3][CH2:2]1.C(N(CC)CC)C.[CH3:26][C:27]1[O:31][N:30]=[C:29]([C:32](Cl)=[O:33])[CH:28]=1. The catalyst is ClC(Cl)C. The product is [CH:1]1([N:4]2[C:11](=[O:12])[CH2:10][CH2:9][N:8]([C:32]([C:29]3[CH:28]=[C:27]([CH3:26])[O:31][N:30]=3)=[O:33])[C:7]3[CH:13]=[CH:14][C:15]([O:17][CH3:18])=[CH:16][C:6]=3[CH2:5]2)[CH2:2][CH2:3]1. The yield is 0.740. (2) The reactants are [CH2:1]([N:5]1[C:10](=[O:11])[CH2:9][NH:8][C:7]([C:12]2[CH:17]=[CH:16][CH:15]=[CH:14][C:13]=2[OH:18])=N1)[CH2:2][CH2:3][CH3:4].[CH2:19](N(CC)CC)C.Cl[C:27](Cl)([O:29]C(=O)OC(Cl)(Cl)Cl)Cl. The catalyst is ClCCl. The product is [CH2:1]([N:5]1[CH:19]=[C:7]2[N:8]([C:27](=[O:29])[O:18][C:13]3[C:12]2=[CH:17][CH:16]=[CH:15][CH:14]=3)[CH2:9][C:10]1=[O:11])[CH2:2][CH2:3][CH3:4]. The yield is 0.390. (3) The catalyst is C(O)C. The reactants are C(N(CC)CC)C.Cl[C:9]1[N:14]=[C:13]([Cl:15])[N:12]=[C:11]2[NH:16][N:17]=[C:18]([S:19][CH3:20])[C:10]=12.[NH2:21][C:22]1[CH:27]=[CH:26][C:25]([NH:28][C:29](=[O:31])[CH3:30])=[CH:24][CH:23]=1. The product is [Cl:15][C:13]1[N:12]=[C:11]2[NH:16][N:17]=[C:18]([S:19][CH3:20])[C:10]2=[C:9]([NH:21][C:22]2[CH:23]=[CH:24][C:25]([NH:28][C:29](=[O:31])[CH3:30])=[CH:26][CH:27]=2)[N:14]=1. The yield is 0.940. (4) The reactants are Br[CH2:2][C:3]1[CH:8]=[CH:7][C:6]([C:9]([F:12])([F:11])[F:10])=[CH:5][C:4]=1[C:13]([F:16])([F:15])[F:14].[O:17]=[CH:18][C:19]1[CH:27]=[CH:26][C:24]([OH:25])=[C:21]([O:22][CH3:23])[CH:20]=1.CN(C=O)C.C([O-])([O-])=O.[K+].[K+]. The catalyst is CCOC(C)=O. The product is [F:14][C:13]([F:16])([F:15])[C:4]1[CH:5]=[C:6]([C:9]([F:12])([F:11])[F:10])[CH:7]=[CH:8][C:3]=1[CH2:2][O:25][C:24]1[CH:26]=[CH:27][C:19]([CH:18]=[O:17])=[CH:20][C:21]=1[O:22][CH3:23]. The yield is 0.860. (5) The reactants are C([N:8]1[CH2:12][CH2:11][CH:10]([C:13]2[CH:14]=[C:15]3[C:19](=[CH:20][CH:21]=2)[NH:18][C:17]([C:22]([NH:24][C:25]2[CH:30]=[C:29]([F:31])[CH:28]=[C:27]([C:32]#[N:33])[CH:26]=2)=[O:23])=[CH:16]3)[CH2:9]1)C1C=CC=CC=1.C(N(CC)C(C)C)(C)C.ClC(OC(Cl)C)=O. The catalyst is ClCCl.O1CCCC1.C(OCC)(=O)C. The product is [C:32]([C:27]1[CH:26]=[C:25]([NH:24][C:22]([C:17]2[NH:18][C:19]3[C:15]([CH:16]=2)=[CH:14][C:13]([CH:10]2[CH2:11][CH2:12][NH:8][CH2:9]2)=[CH:21][CH:20]=3)=[O:23])[CH:30]=[C:29]([F:31])[CH:28]=1)#[N:33]. The yield is 0.0900.